Dataset: Reaction yield outcomes from USPTO patents with 853,638 reactions. Task: Predict the reaction yield, written as a fraction of the theoretical maximum amount of product (1.0 means a 100% yield; for example, 0.34 means a 34% yield). (1) The reactants are [C:1]([CH:3]([C:17]1[CH:18]=[N:19][CH:20]=[N:21][CH:22]=1)[N:4]1[CH2:9][CH2:8][N:7]([C:10]([O:12][C:13]([CH3:16])([CH3:15])[CH3:14])=[O:11])[CH2:6][CH2:5]1)#[N:2].CS(C)=[O:25].[OH-].[Na+].O.OO.[NH4+].[Cl-]. The catalyst is CO. The product is [NH2:2][C:1](=[O:25])[CH:3]([N:4]1[CH2:9][CH2:8][N:7]([C:10]([O:12][C:13]([CH3:16])([CH3:15])[CH3:14])=[O:11])[CH2:6][CH2:5]1)[C:17]1[CH:18]=[N:19][CH:20]=[N:21][CH:22]=1. The yield is 0.210. (2) The reactants are [N:1]1[CH:6]=[CH:5][CH:4]=[CH:3][C:2]=1[C:7]1[CH:8]=[N:9][NH:10][C:11]=1[NH2:12].O=[C:14]([C:21]1[CH:26]=[CH:25][C:24]([C:27]([F:30])([F:29])[F:28])=[CH:23][CH:22]=1)[CH2:15][C:16](OCC)=[O:17].CC1C=CC(S(O)(=O)=O)=CC=1. The catalyst is CCCCO. The product is [N:1]1[CH:6]=[CH:5][CH:4]=[CH:3][C:2]=1[C:7]1[CH:8]=[N:9][N:10]2[C:16](=[O:17])[CH:15]=[C:14]([C:21]3[CH:26]=[CH:25][C:24]([C:27]([F:28])([F:29])[F:30])=[CH:23][CH:22]=3)[NH:12][C:11]=12. The yield is 0.210. (3) The reactants are [CH3:1][O:2][C:3]1[C:4](=[O:10])[C:5](=[O:9])[C:6]=1OC.[NH3:11]. The catalyst is CO. The product is [NH2:11][C:6]1[C:5](=[O:9])[C:4](=[O:10])[C:3]=1[O:2][CH3:1]. The yield is 0.750. (4) The reactants are S(Cl)(Cl)=O.CC1C(C)=CC=CC=1C(O)=O.CC1C(C)=CC=CC=1C(Cl)=O.[CH3:27][O:28][C:29]1[CH:30]=[C:31]2[C:36](=[CH:37][C:38]=1[O:39][CH3:40])[N:35]=[CH:34][CH:33]=[C:32]2[O:41][C:42]1[CH:48]=[CH:47][C:45]([NH2:46])=[CH:44][CH:43]=1.[CH3:49][C:50]1[C:55]([CH3:56])=[CH:54][CH:53]=[CH:52][C:51]=1[C:57]([N:59]=[C:60]=[S:61])=[O:58]. The catalyst is C1(C)C=CC=CC=1.C(O)C. The product is [CH3:27][O:28][C:29]1[CH:30]=[C:31]2[C:36](=[CH:37][C:38]=1[O:39][CH3:40])[N:35]=[CH:34][CH:33]=[C:32]2[O:41][C:42]1[CH:48]=[CH:47][C:45]([NH:46][C:60]([NH:59][C:57](=[O:58])[C:51]2[CH:52]=[CH:53][CH:54]=[C:55]([CH3:56])[C:50]=2[CH3:49])=[S:61])=[CH:44][CH:43]=1. The yield is 0.980.